Predict the product of the given reaction. From a dataset of Forward reaction prediction with 1.9M reactions from USPTO patents (1976-2016). Given the reactants CS[C:3](SC)=[CH:4][C:5]([C:7]1[CH:12]=[CH:11][CH:10]=[CH:9][CH:8]=1)=[O:6].[CH2:15]([NH2:22])[C:16]1[CH:21]=[CH:20][CH:19]=[CH:18][CH:17]=1, predict the reaction product. The product is: [CH2:15]([NH:22][C:3]([NH:22][CH2:15][C:16]1[CH:21]=[CH:20][CH:19]=[CH:18][CH:17]=1)=[CH:4][C:5]([C:7]1[CH:12]=[CH:11][CH:10]=[CH:9][CH:8]=1)=[O:6])[C:16]1[CH:21]=[CH:20][CH:19]=[CH:18][CH:17]=1.